This data is from Peptide-MHC class II binding affinity with 134,281 pairs from IEDB. The task is: Regression. Given a peptide amino acid sequence and an MHC pseudo amino acid sequence, predict their binding affinity value. This is MHC class II binding data. (1) The peptide sequence is YDKFLANVSTVLTAK. The MHC is DRB1_0101 with pseudo-sequence DRB1_0101. The binding affinity (normalized) is 1.00. (2) The peptide sequence is QRIYGVRYTETWSFL. The MHC is DRB1_0301 with pseudo-sequence DRB1_0301. The binding affinity (normalized) is 0.146. (3) The peptide sequence is GNVWEVKSSKPLVGP. The MHC is DRB3_0202 with pseudo-sequence DRB3_0202. The binding affinity (normalized) is 0.0436. (4) The peptide sequence is VVLFAVFLGSAYGIP. The MHC is DRB1_0701 with pseudo-sequence DRB1_0701. The binding affinity (normalized) is 0.351. (5) The peptide sequence is EPLQGPFNFRFLTEKGMKNV. The MHC is HLA-DPA10103-DPB10301 with pseudo-sequence HLA-DPA10103-DPB10301. The binding affinity (normalized) is 0.748. (6) The peptide sequence is FIVFLLLAGRSCSYK. The MHC is DRB1_0301 with pseudo-sequence DRB1_0301. The binding affinity (normalized) is 0.845. (7) The peptide sequence is AIKVAATAANAAPAN. The MHC is DRB1_1001 with pseudo-sequence DRB1_1001. The binding affinity (normalized) is 0.591. (8) The peptide sequence is EKKYFAATQFEELAA. The MHC is HLA-DQA10501-DQB10201 with pseudo-sequence HLA-DQA10501-DQB10201. The binding affinity (normalized) is 0.512. (9) The peptide sequence is MASRFMTDPHAMRDM. The MHC is DRB1_0301 with pseudo-sequence DRB1_0301. The binding affinity (normalized) is 0.302.